From a dataset of Full USPTO retrosynthesis dataset with 1.9M reactions from patents (1976-2016). Predict the reactants needed to synthesize the given product. (1) Given the product [F:15][C:2]([F:1])([F:14])[C:3]1[CH:12]=[C:11]2[C:6]([C:7]([O:13][CH2:23][CH2:24][CH2:25][CH2:26][CH2:27][O:28][C:29]3[C:30](=[O:37])[CH:31]=[C:32]([CH2:35][OH:36])[O:33][CH:34]=3)=[CH:8][CH:9]=[N:10]2)=[CH:5][CH:4]=1, predict the reactants needed to synthesize it. The reactants are: [F:1][C:2]([F:15])([F:14])[C:3]1[CH:12]=[C:11]2[C:6]([C:7]([OH:13])=[CH:8][CH:9]=[N:10]2)=[CH:5][CH:4]=1.C([O-])([O-])=O.[Cs+].[Cs+].Br[CH2:23][CH2:24][CH2:25][CH2:26][CH2:27][O:28][C:29]1[C:30](=[O:37])[CH:31]=[C:32]([CH2:35][OH:36])[O:33][CH:34]=1. (2) Given the product [Cl:8][C:9]1[N:10]=[CH:11][CH:12]=[C:13]2[C:18]=1[N:17]=[CH:16][C:15]([O:19][CH2:2][C:3]1[O:7][N:6]=[CH:5][N:4]=1)=[CH:14]2, predict the reactants needed to synthesize it. The reactants are: Cl[CH2:2][C:3]1[O:7][N:6]=[CH:5][N:4]=1.[Cl:8][C:9]1[N:10]=[CH:11][CH:12]=[C:13]2[C:18]=1[N:17]=[CH:16][C:15]([OH:19])=[CH:14]2.C(=O)([O-])[O-].[K+].[K+]. (3) Given the product [CH3:1][O:2][C:3]1[C:11]2[CH2:10][N:9]([C:12]3[CH:13]=[CH:14][C:15]([CH2:18][C:19]([OH:21])=[O:20])=[CH:16][CH:17]=3)[C:8](=[O:24])[C:7]=2[C:6]([O:25][CH:26]([CH3:29])[CH2:27][CH3:28])=[C:5]2[CH:30]=[CH:31][CH:32]=[CH:33][C:4]=12, predict the reactants needed to synthesize it. The reactants are: [CH3:1][O:2][C:3]1[C:11]2[CH2:10][N:9]([C:12]3[CH:17]=[CH:16][C:15]([CH2:18][C:19]([O:21]CC)=[O:20])=[CH:14][CH:13]=3)[C:8](=[O:24])[C:7]=2[C:6]([O:25][CH:26]([CH3:29])[CH2:27][CH3:28])=[C:5]2[CH:30]=[CH:31][CH:32]=[CH:33][C:4]=12.[OH-].[Na+].